From a dataset of Peptide-MHC class I binding affinity with 185,985 pairs from IEDB/IMGT. Regression. Given a peptide amino acid sequence and an MHC pseudo amino acid sequence, predict their binding affinity value. This is MHC class I binding data. (1) The peptide sequence is FVNFNSVKNL. The MHC is HLA-A02:02 with pseudo-sequence HLA-A02:02. The binding affinity (normalized) is 0.297. (2) The peptide sequence is SELTVSPPD. The MHC is HLA-A24:03 with pseudo-sequence HLA-A24:03. The binding affinity (normalized) is 0.0847.